From a dataset of Reaction yield outcomes from USPTO patents with 853,638 reactions. Predict the reaction yield, written as a fraction of the theoretical maximum amount of product (1.0 means a 100% yield; for example, 0.34 means a 34% yield). (1) The yield is 0.320. The product is [NH2:1][C:2]1[C:3]2[C:10]([C:11]3[CH:12]=[CH:13][C:14]([O:17][C:18]4[CH:23]=[CH:22][CH:21]=[CH:20][CH:19]=4)=[CH:15][CH:16]=3)=[CH:9][N:8]([CH:41]3[CH2:37][CH2:38][N:39]([C:42]([O:44][C:45]([CH3:48])([CH3:47])[CH3:46])=[O:43])[CH2:40]3)[C:4]=2[N:5]=[CH:6][N:7]=1. The catalyst is CN(C=O)C.CCOC(C)=O.CO. The reactants are [NH2:1][C:2]1[C:3]2[C:10]([C:11]3[CH:16]=[CH:15][C:14]([O:17][C:18]4[CH:23]=[CH:22][CH:21]=[CH:20][CH:19]=4)=[CH:13][CH:12]=3)=[CH:9][NH:8][C:4]=2[N:5]=[CH:6][N:7]=1.[H-].[Na+].CC1C=CC(S(O[CH:37]2[CH2:41][CH2:40][N:39]([C:42]([O:44][C:45]([CH3:48])([CH3:47])[CH3:46])=[O:43])[CH2:38]2)(=O)=O)=CC=1. (2) The reactants are [Cl:1][C:2]1[C:7]([C:8]2[C:9](=[O:31])[N:10]([CH2:29][CH3:30])[C:11]3[C:16]([CH:17]=2)=[CH:15][N:14]=[C:13]([N:18](CC2C=CC(OC)=CC=2)[CH3:19])[CH:12]=3)=[CH:6][C:5]([NH:32][C:33]([NH:35][C:36]2[CH:41]=[CH:40][C:39]([F:42])=[C:38]([CH2:43][N:44]3[CH2:48][CH2:47][CH2:46][CH2:45]3)[CH:37]=2)=[O:34])=[C:4]([F:49])[CH:3]=1. The catalyst is C(O)(C(F)(F)F)=O. The product is [Cl:1][C:2]1[C:7]([C:8]2[C:9](=[O:31])[N:10]([CH2:29][CH3:30])[C:11]3[C:16]([CH:17]=2)=[CH:15][N:14]=[C:13]([NH:18][CH3:19])[CH:12]=3)=[CH:6][C:5]([NH:32][C:33]([NH:35][C:36]2[CH:41]=[CH:40][C:39]([F:42])=[C:38]([CH2:43][N:44]3[CH2:48][CH2:47][CH2:46][CH2:45]3)[CH:37]=2)=[O:34])=[C:4]([F:49])[CH:3]=1. The yield is 0.880. (3) The reactants are [C:1]1([C:21]2[CH:26]=[CH:25][CH:24]=[CH:23][CH:22]=2)[CH:6]=[CH:5][C:4]([C:7]([N:9]2[CH2:13][C:12](=[N:14][O:15][CH3:16])[CH2:11][C@H:10]2[C:17](=[N:19][OH:20])[NH2:18])=[O:8])=[CH:3][CH:2]=1.[C:27](O)(=O)[CH:28]=[CH2:29]. No catalyst specified. The product is [CH3:16][O:15][N:14]=[C:12]1[CH2:11][C@@H:10]([C:17]2[N:18]=[C:29]([CH:28]=[CH2:27])[O:20][N:19]=2)[N:9]([C:7]([C:4]2[CH:3]=[CH:2][C:1]([C:21]3[CH:26]=[CH:25][CH:24]=[CH:23][CH:22]=3)=[CH:6][CH:5]=2)=[O:8])[CH2:13]1. The yield is 0.200. (4) The reactants are Cl[C:2]1[N:11]=[C:10]([NH2:12])[C:9]2[CH:8]=[C:7]3[O:13][CH2:14][O:15][C:6]3=[CH:5][C:4]=2[N:3]=1.[C:16]([O:20][C:21]([N:23]1[CH2:28][CH2:27][CH:26]([NH2:29])[CH2:25][CH2:24]1)=[O:22])([CH3:19])([CH3:18])[CH3:17].C(N(CC)CC)C. The catalyst is CN1C(=O)CCC1. The product is [C:16]([O:20][C:21]([N:23]1[CH2:28][CH2:27][CH:26]([NH:29][C:2]2[N:11]=[C:10]([NH2:12])[C:9]3[CH:8]=[C:7]4[O:13][CH2:14][O:15][C:6]4=[CH:5][C:4]=3[N:3]=2)[CH2:25][CH2:24]1)=[O:22])([CH3:19])([CH3:17])[CH3:18]. The yield is 0.390. (5) The reactants are Br[C:2]1[N:3]=[C:4]2[C:10]([C:11]([NH:13][C:14]([CH3:17])([CH3:16])[CH3:15])=[O:12])=[CH:9][N:8]([CH2:18][O:19][CH2:20][CH2:21][Si:22]([CH3:25])([CH3:24])[CH3:23])[C:5]2=[N:6][CH:7]=1.[F:26][C:27]([F:38])([F:37])[C:28]1[CH:36]=[C:35]2[C:31]([CH:32]=[N:33][NH:34]2)=[CH:30][CH:29]=1.CC(C)([O-])C.[Na+]. The catalyst is O1CCOCC1.CC(C)([P](C(C)(C)C)([Pd][P](C(C)(C)C)(C(C)(C)C)C(C)(C)C)C(C)(C)C)C. The product is [C:14]([NH:13][C:11]([C:10]1[C:4]2[C:5](=[N:6][CH:7]=[C:2]([N:34]3[C:35]4[C:31](=[CH:30][CH:29]=[C:28]([C:27]([F:26])([F:38])[F:37])[CH:36]=4)[CH:32]=[N:33]3)[N:3]=2)[N:8]([CH2:18][O:19][CH2:20][CH2:21][Si:22]([CH3:25])([CH3:24])[CH3:23])[CH:9]=1)=[O:12])([CH3:17])([CH3:16])[CH3:15]. The yield is 0.490. (6) The product is [CH:19]([C@@H:14]1[NH:13][CH2:3][C@H:2]([C:6]2[CH:11]=[CH:10][CH:9]=[CH:8][CH:7]=2)[NH:1][C:15]1=[O:16])([CH3:21])[CH3:20]. The reactants are [NH2:1][C@@H:2]([C:6]1[CH:11]=[CH:10][CH:9]=[CH:8][CH:7]=1)[C:3](O)=O.Cl.[NH2:13][C@@H:14]([CH:19]([CH3:21])[CH3:20])[C:15](OC)=[O:16].C([C@@H]1NC[C@H](CC(C)C)NC1=O)C(C)C. No catalyst specified. The yield is 0.0290. (7) The reactants are [CH3:1][O:2][N:3]=[C:4]1[C:12]2[C:7](=[CH:8][C:9]([CH:13]=O)=[CH:10][CH:11]=2)[CH2:6][CH2:5]1.[CH3:15][O:16][C:17]1[CH:22]=[CH:21][C:20]([C:23](=[O:25])[CH3:24])=[CH:19][CH:18]=1. No catalyst specified. The product is [CH3:1][O:2][N:3]=[C:4]1[C:12]2[C:7](=[CH:8][C:9](/[CH:13]=[CH:24]/[C:23]([C:20]3[CH:21]=[CH:22][C:17]([O:16][CH3:15])=[CH:18][CH:19]=3)=[O:25])=[CH:10][CH:11]=2)[CH2:6][CH2:5]1. The yield is 0.910.